From a dataset of Forward reaction prediction with 1.9M reactions from USPTO patents (1976-2016). Predict the product of the given reaction. (1) Given the reactants Br[C:2]1[C:6]2[CH:7]=[CH:8][CH:9]=[CH:10][C:5]=2[O:4][C:3]=1[CH:11]1[O:15][CH2:14][CH2:13][O:12]1.CN([CH:19]=[O:20])C.O.O.C(O)(=O)C(O)=O, predict the reaction product. The product is: [O:12]1[CH2:13][CH2:14][O:15][CH:11]1[C:3]1[O:4][C:5]2[CH:10]=[CH:9][CH:8]=[CH:7][C:6]=2[C:2]=1[CH:19]=[O:20]. (2) Given the reactants [CH2:1]([CH:7]([CH2:16][CH:17]([OH:34])[CH2:18][CH:19]([CH2:28][CH2:29][CH2:30][CH2:31][CH2:32][CH3:33])[CH2:20][CH2:21][CH2:22][CH2:23][CH2:24][CH2:25][CH2:26][CH3:27])[CH2:8][CH2:9][CH2:10][CH2:11][CH2:12][CH2:13][CH2:14][CH3:15])[CH2:2][CH2:3][CH2:4][CH2:5][CH3:6].Br[CH2:36][CH2:37][CH2:38][CH2:39][CH2:40][C:41]([OH:43])=O.C(Cl)CCl.C[CH2:49][N:50](C(C)C)[CH:51](C)C.CNC, predict the reaction product. The product is: [CH3:49][N:50]([CH3:51])[CH2:36][CH2:37][CH2:38][CH2:39][CH2:40][C:41]([O:34][CH:17]([CH2:18][CH:19]([CH2:28][CH2:29][CH2:30][CH2:31][CH2:32][CH3:33])[CH2:20][CH2:21][CH2:22][CH2:23][CH2:24][CH2:25][CH2:26][CH3:27])[CH2:16][CH:7]([CH2:1][CH2:2][CH2:3][CH2:4][CH2:5][CH3:6])[CH2:8][CH2:9][CH2:10][CH2:11][CH2:12][CH2:13][CH2:14][CH3:15])=[O:43]. (3) The product is: [CH2:29]([NH+:31]([CH2:34][CH3:35])[CH2:32][CH3:33])[CH3:30].[F:21][C:22]([F:28])([F:27])[S:23]([NH:26][S:11]([C:8]([F:10])([F:9])[C:7]([NH:6][NH:5][C:3](=[O:4])[C:2]([S:16](=[O:18])(=[O:17])[NH:26][S:23]([C:22]([F:28])([F:27])[F:21])(=[O:25])=[O:24])([F:20])[F:1])=[O:15])(=[O:13])=[O:12])(=[O:25])=[O:24]. Given the reactants [F:1][C:2]([F:20])([S:16](F)(=[O:18])=[O:17])[C:3]([NH:5][NH:6][C:7](=[O:15])[C:8]([S:11](F)(=[O:13])=[O:12])([F:10])[F:9])=[O:4].[F:21][C:22]([F:28])([F:27])[S:23]([NH2:26])(=[O:25])=[O:24].[CH2:29]([N:31]([CH2:34][CH3:35])[CH2:32][CH3:33])[CH3:30], predict the reaction product. (4) Given the reactants CN(C=O)C.[OH:6][CH2:7][CH2:8][C:9]1[N:10]([CH2:14][CH2:15][CH2:16][CH2:17][C:18]2[CH:23]=[CH:22][C:21]([OH:24])=[CH:20][CH:19]=2)[CH:11]=[CH:12][N:13]=1.[H-].[Na+].Cl[CH2:28][C:29]1[N:30]=[C:31](/[CH:34]=[CH:35]/[C:36]2[CH:41]=[CH:40][C:39]([Cl:42])=[CH:38][CH:37]=2)[O:32][CH:33]=1, predict the reaction product. The product is: [Cl:42][C:39]1[CH:40]=[CH:41][C:36](/[CH:35]=[CH:34]/[C:31]2[O:32][CH:33]=[C:29]([CH2:28][O:24][C:21]3[CH:20]=[CH:19][C:18]([CH2:17][CH2:16][CH2:15][CH2:14][N:10]4[CH:11]=[CH:12][N:13]=[C:9]4[CH2:8][CH2:7][OH:6])=[CH:23][CH:22]=3)[N:30]=2)=[CH:37][CH:38]=1. (5) Given the reactants [C:1](Cl)(=[O:5])[CH:2]([CH3:4])[CH3:3].[O:7]([C:14]1[CH:19]=[CH:18][C:17]([C:20]2[C:28]3[C:27]([NH2:29])=[N:26][CH:25]=[N:24][C:23]=3[NH:22][CH:21]=2)=[CH:16][CH:15]=1)[C:8]1[CH:13]=[CH:12][CH:11]=[CH:10][CH:9]=1.CN(C)C=O, predict the reaction product. The product is: [C:1]([N:22]1[C:23]2[N:24]=[CH:25][N:26]=[C:27]([NH2:29])[C:28]=2[C:20]([C:17]2[CH:16]=[CH:15][C:14]([O:7][C:8]3[CH:13]=[CH:12][CH:11]=[CH:10][CH:9]=3)=[CH:19][CH:18]=2)=[CH:21]1)(=[O:5])[CH:2]([CH3:4])[CH3:3]. (6) Given the reactants [N:1]1[CH:6]=[CH:5]C=[CH:3][CH:2]=1.CN(C)[CH:9]=[O:10].[C:12](Cl)(=[O:16])[C:13](Cl)=O.[NH2:18][C:19]1[S:20][C:21]2[CH:27]=[CH:26][CH:25]=[CH:24][C:22]=2[N:23]=1.C([N:30]([CH:34]([CH3:36])[CH3:35])[CH:31]([CH3:33])C)C.[OH2:37], predict the reaction product. The product is: [CH3:9][O:10][C:24]1[C:22]2[N:23]=[C:19]([NH:18][C:12](=[O:16])[C:13]3[CH:33]=[CH:31][N:30]=[C:34]([CH3:35])[CH:36]=3)[S:20][C:21]=2[C:27]([N:1]2[CH2:2][CH2:3][O:37][CH2:5][CH2:6]2)=[CH:26][CH:25]=1.